This data is from Full USPTO retrosynthesis dataset with 1.9M reactions from patents (1976-2016). The task is: Predict the reactants needed to synthesize the given product. (1) Given the product [CH3:13][N:11]1[CH:12]=[C:8]([C:5]2[CH:6]=[CH:7][C:2]([B:15]3[O:19][C:18]([CH3:21])([CH3:20])[C:17]([CH3:23])([CH3:22])[O:16]3)=[C:3]([CH3:14])[CH:4]=2)[CH:9]=[N:10]1, predict the reactants needed to synthesize it. The reactants are: Cl[C:2]1[CH:7]=[CH:6][C:5]([C:8]2[CH:9]=[N:10][N:11]([CH3:13])[CH:12]=2)=[CH:4][C:3]=1[CH3:14].[B:15]1([B:15]2[O:19][C:18]([CH3:21])([CH3:20])[C:17]([CH3:23])([CH3:22])[O:16]2)[O:19][C:18]([CH3:21])([CH3:20])[C:17]([CH3:23])([CH3:22])[O:16]1.CC(C1C=C(C(C)C)C(C2C=CC=CC=2P(C2CCCCC2)C2CCCCC2)=C(C(C)C)C=1)C.C([O-])(=O)C.[K+]. (2) The reactants are: [Cl:1][C:2]1[CH:7]=[C:6]([Cl:8])[CH:5]=[CH:4][C:3]=1[C:9]1[NH:14][C:13](=[O:15])[C:12]([C:16]([OH:18])=[O:17])=[CH:11][C:10]=1[C:19]1[CH:24]=[CH:23][C:22]([Cl:25])=[CH:21][CH:20]=1.[CH3:26]O. Given the product [Cl:1][C:2]1[CH:7]=[C:6]([Cl:8])[CH:5]=[CH:4][C:3]=1[C:9]1[NH:14][C:13](=[O:15])[C:12]([C:16]([O:18][CH3:26])=[O:17])=[CH:11][C:10]=1[C:19]1[CH:20]=[CH:21][C:22]([Cl:25])=[CH:23][CH:24]=1, predict the reactants needed to synthesize it. (3) Given the product [Cl:1][C:2]1[N:3]=[C:4]([NH:30][CH2:21]/[CH:22]=[CH:23]/[C:24]2[CH:29]=[CH:28][CH:27]=[CH:26][CH:25]=2)[C:5]2[S:10][CH:9]=[C:8]([CH3:11])[C:6]=2[N:7]=1, predict the reactants needed to synthesize it. The reactants are: [Cl:1][C:2]1[N:3]=[C:4](Cl)[C:5]2[S:10][CH:9]=[C:8]([CH3:11])[C:6]=2[N:7]=1.C(N(CC)CC)C.Cl.[CH2:21]([NH2:30])/[CH:22]=[CH:23]/[C:24]1[CH:29]=[CH:28][CH:27]=[CH:26][CH:25]=1. (4) Given the product [CH3:24][N:21]1[CH2:20][CH2:19][N:18]([CH2:17][C:14]2[CH:15]=[CH:16][C:11]([C:10]([NH:9][C:4]3[CH:3]=[C:2]([NH:1][C:34]4[N:39]=[C:38]([C:40]5[CH:41]=[N:42][CH:43]=[CH:44][CH:45]=5)[CH:37]=[CH:36][N:35]=4)[C:7]([CH3:8])=[CH:6][N:5]=3)=[O:29])=[CH:12][C:13]=2[C:25]([F:28])([F:27])[F:26])[CH2:23][CH2:22]1, predict the reactants needed to synthesize it. The reactants are: [NH2:1][C:2]1[C:7]([CH3:8])=[CH:6][N:5]=[C:4]([NH:9][C:10](=[O:29])[C:11]2[CH:16]=[CH:15][C:14]([CH2:17][N:18]3[CH2:23][CH2:22][N:21]([CH3:24])[CH2:20][CH2:19]3)=[C:13]([C:25]([F:28])([F:27])[F:26])[CH:12]=2)[CH:3]=1.S([C:34]1[N:39]=[C:38]([C:40]2[CH:41]=[N:42][CH:43]=[CH:44][CH:45]=2)[CH:37]=[CH:36][N:35]=1)(C)(=O)=O.[H-].[Na+].C(O)(=O)CC(CC(O)=O)(C(O)=O)O. (5) Given the product [CH3:1][C:2]1[CH:7]=[CH:6][CH:5]=[C:4]([CH3:8])[C:3]=1[C:13]1[CH:18]=[C:17]([CH3:19])[C:16]([N+:20]([O-:22])=[O:21])=[CH:15][N:14]=1, predict the reactants needed to synthesize it. The reactants are: [CH3:1][C:2]1[CH:7]=[CH:6][CH:5]=[C:4]([CH3:8])[C:3]=1B(O)O.Cl[C:13]1[CH:18]=[C:17]([CH3:19])[C:16]([N+:20]([O-:22])=[O:21])=[CH:15][N:14]=1.C([O-])([O-])=O.[Na+].[Na+].C1(C)C=CC=CC=1. (6) Given the product [CH3:8][C:5]1([CH3:9])[CH2:6][CH2:7][C:2]([CH3:12])([CH3:1])[CH2:3][CH:4]1[CH:10]=[O:24], predict the reactants needed to synthesize it. The reactants are: [CH3:1][C:2]1([CH3:12])[CH2:7][CH2:6][C:5]([CH3:9])([CH3:8])[C:4]([C:10]#N)=[CH:3]1.[H-].C([Al+]CC(C)C)C(C)C.S([O-])([O-])(=O)=[O:24].[Na+].[Na+]. (7) Given the product [ClH:1].[Cl:1][C:2]1[CH:7]=[CH:6][C:5]([NH2:8])=[CH:4][C:3]=1[CH3:11], predict the reactants needed to synthesize it. The reactants are: [Cl:1][C:2]1[CH:7]=[CH:6][C:5]([N+:8]([O-])=O)=[CH:4][C:3]=1[CH3:11].